Predict the reactants needed to synthesize the given product. From a dataset of Full USPTO retrosynthesis dataset with 1.9M reactions from patents (1976-2016). Given the product [ClH:1].[Cl:1][C:2]1[CH:7]=[C:6]([O:8][C:9]2[C:10]3[N:17]([CH3:18])[CH:16]=[CH:15][C:11]=3[N:12]=[CH:13][N:14]=2)[CH:5]=[CH:4][C:3]=1[NH:19][C:20]([NH:22][C:23]1[CH:28]=[CH:27][CH:26]=[C:25]([C:29]([F:31])([F:30])[F:32])[CH:24]=1)=[O:21], predict the reactants needed to synthesize it. The reactants are: [Cl:1][C:2]1[CH:7]=[C:6]([O:8][C:9]2[C:10]3[N:17]([CH3:18])[CH:16]=[CH:15][C:11]=3[N:12]=[CH:13][N:14]=2)[CH:5]=[CH:4][C:3]=1[NH:19][C:20]([NH:22][C:23]1[CH:28]=[CH:27][CH:26]=[C:25]([C:29]([F:32])([F:31])[F:30])[CH:24]=1)=[O:21].C(OCC)(=O)C.Cl.